From a dataset of Forward reaction prediction with 1.9M reactions from USPTO patents (1976-2016). Predict the product of the given reaction. (1) Given the reactants C([O:4][C:5]1[C:10]([CH2:11][N:12]([C:16]2[C:21]([F:22])=[C:20]([O:23][CH3:24])[CH:19]=[C:18]([O:25][CH3:26])[C:17]=2[F:27])[C:13](Cl)=[O:14])=[CH:9][N:8]=[C:7]2[N:28](CC3C=CC(OC)=CC=3)[N:29]=[CH:30][C:6]=12)C=C.C(O)CC.FC(F)(F)C(O)=O, predict the reaction product. The product is: [F:22][C:21]1[C:20]([O:23][CH3:24])=[CH:19][C:18]([O:25][CH3:26])=[C:17]([F:27])[C:16]=1[N:12]1[CH2:11][C:10]2[CH:9]=[N:8][C:7]3[NH:28][N:29]=[CH:30][C:6]=3[C:5]=2[O:4][C:13]1=[O:14]. (2) Given the reactants CO[C:3]([CH2:5][C:6]([CH2:8][C:9]([O:11][CH3:12])=[O:10])=[O:7])=[O:4].[N:13]#[C:14][NH2:15], predict the reaction product. The product is: [NH2:13][C:14]1[NH:15][C:3](=[O:4])[CH:5]=[C:6]([OH:7])[C:8]=1[C:9]([O:11][CH3:12])=[O:10]. (3) Given the reactants [F:1][C:2]1[CH:3]=[C:4]([CH2:26][N:27]2[CH2:30][CH:29]([C:31]([OH:33])=[O:32])[CH2:28]2)[CH:5]=[CH:6][C:7]=1[C:8]1[S:9][C:10]2[C:15]([N:16]=1)=[CH:14][CH:13]=[C:12]([C:17]1([C:20]3[CH:25]=[CH:24][CH:23]=[CH:22][CH:21]=3)[CH2:19][CH2:18]1)[N:11]=2.C1C=C(Cl)C=C(C(OO)=[O:42])C=1, predict the reaction product. The product is: [F:1][C:2]1[CH:3]=[C:4]([CH2:26][N+:27]2([O-:42])[CH2:28][CH:29]([C:31]([OH:33])=[O:32])[CH2:30]2)[CH:5]=[CH:6][C:7]=1[C:8]1[S:9][C:10]2[C:15]([N:16]=1)=[CH:14][CH:13]=[C:12]([C:17]1([C:20]3[CH:25]=[CH:24][CH:23]=[CH:22][CH:21]=3)[CH2:19][CH2:18]1)[N:11]=2.